Dataset: Peptide-MHC class I binding affinity with 185,985 pairs from IEDB/IMGT. Task: Regression. Given a peptide amino acid sequence and an MHC pseudo amino acid sequence, predict their binding affinity value. This is MHC class I binding data. The peptide sequence is DFGYATMAK. The binding affinity (normalized) is 0.0847. The MHC is HLA-A02:06 with pseudo-sequence HLA-A02:06.